This data is from Forward reaction prediction with 1.9M reactions from USPTO patents (1976-2016). The task is: Predict the product of the given reaction. (1) Given the reactants FC(F)(F)S(O[C:7]1[CH:16]=[C:15]2[C:10]([CH:11]=[CH:12][CH:13]=[C:14]2[N:17]2[CH2:22][CH2:21][N:20]([CH3:23])[CH2:19][CH2:18]2)=[CH:9][CH:8]=1)(=O)=O.[C:26]([C:28]1[CH:29]=[C:30]([Sn](C)(C)C)[CH:31]=[N:32][CH:33]=1)#[N:27].C(N(CC)CC)C.[Cl-].[Li+], predict the reaction product. The product is: [C:26]([C:28]1[CH:29]=[C:30]([C:7]2[CH:16]=[C:15]3[C:10]([CH:11]=[CH:12][CH:13]=[C:14]3[N:17]3[CH2:22][CH2:21][N:20]([CH3:23])[CH2:19][CH2:18]3)=[CH:9][CH:8]=2)[CH:31]=[N:32][CH:33]=1)#[N:27]. (2) Given the reactants [N:1]([CH:4]([CH3:27])[CH2:5][O:6][C@H:7]1[CH2:12][CH2:11][C@H:10]([C:13]2[O:14][C:15]3[CH:21]=[C:20]([O:22][CH2:23][CH:24]4[CH2:26][CH2:25]4)[CH:19]=[CH:18][C:16]=3[CH:17]=2)[CH2:9][CH2:8]1)=[N+]=[N-].C1(P(C2C=CC=CC=2)C2C=CC=CC=2)C=CC=CC=1.O, predict the reaction product. The product is: [CH:24]1([CH2:23][O:22][C:20]2[CH:19]=[CH:18][C:16]3[CH:17]=[C:13]([C@H:10]4[CH2:11][CH2:12][C@H:7]([O:6][CH2:5][CH:4]([NH2:1])[CH3:27])[CH2:8][CH2:9]4)[O:14][C:15]=3[CH:21]=2)[CH2:26][CH2:25]1. (3) Given the reactants Cl[C:2]1[C:11]2=[N:12][N:13](CC3C=CC(OC)=CC=3)[CH:14]=[C:10]2[C:9]2[CH:8]=[C:7]([O:24][CH3:25])[CH:6]=[CH:5][C:4]=2[N:3]=1.[CH3:26][C:27]1[CH:33]=[C:32]([N:34]2[CH2:39][CH2:38][N:37]([CH3:40])[CH2:36][CH2:35]2)[CH:31]=[CH:30][C:28]=1[NH2:29].Cl, predict the reaction product. The product is: [CH3:25][O:24][C:7]1[CH:6]=[CH:5][C:4]2[N:3]=[C:2]([NH:29][C:28]3[CH:30]=[CH:31][C:32]([N:34]4[CH2:35][CH2:36][N:37]([CH3:40])[CH2:38][CH2:39]4)=[CH:33][C:27]=3[CH3:26])[C:11]3=[N:12][NH:13][CH:14]=[C:10]3[C:9]=2[CH:8]=1. (4) The product is: [NH2:1][C:4]1[CH:20]=[CH:19][C:7]([C:8]([C:10]2[N:14]([CH3:15])[C:13]([CH2:16][C:17]#[N:18])=[CH:12][CH:11]=2)=[O:9])=[CH:6][CH:5]=1. Given the reactants [N+:1]([C:4]1[CH:20]=[CH:19][C:7]([C:8]([C:10]2[N:14]([CH3:15])[C:13]([CH2:16][C:17]#[N:18])=[CH:12][CH:11]=2)=[O:9])=[CH:6][CH:5]=1)([O-])=O, predict the reaction product.